This data is from Catalyst prediction with 721,799 reactions and 888 catalyst types from USPTO. The task is: Predict which catalyst facilitates the given reaction. (1) Reactant: [NH:1]1[C:5]2[CH:6]=[CH:7][CH:8]=[CH:9][C:4]=2[N:3]=[C:2]1[NH:10][C:11]([C:13]1[NH:17][CH:16]=[N:15][C:14]=1[C:18]([NH:20][C:21]1[CH:26]=[CH:25][C:24]([N:27]2[CH2:32][CH2:31][NH:30][CH2:29][CH2:28]2)=[CH:23][C:22]=1[CH3:33])=[O:19])=[O:12].[C:34]1([N:40]=[C:41]=[O:42])[CH:39]=[CH:38][CH:37]=[CH:36][CH:35]=1. Product: [NH:1]1[C:5]2[CH:6]=[CH:7][CH:8]=[CH:9][C:4]=2[N:3]=[C:2]1[NH:10][C:11]([C:13]1[NH:17][CH:16]=[N:15][C:14]=1[C:18]([NH:20][C:21]1[CH:26]=[CH:25][C:24]([N:27]2[CH2:28][CH2:29][N:30]([C:41]([NH:40][C:34]3[CH:39]=[CH:38][CH:37]=[CH:36][CH:35]=3)=[O:42])[CH2:31][CH2:32]2)=[CH:23][C:22]=1[CH3:33])=[O:19])=[O:12]. The catalyst class is: 4. (2) Reactant: C[O:2][C:3]1[C:7]([CH2:8][NH:9][C:10]([C:12]2[C:20]3[C:15](=[CH:16][CH:17]=[CH:18][CH:19]=3)[N:14]([CH:21]([CH:23]3[CH2:28][CH2:27][O:26][CH2:25][CH2:24]3)[CH3:22])[C:13]=2[CH3:29])=[O:11])=[C:6]([CH3:30])[N:5]([CH3:31])[N:4]=1.C(=O)(O)[O-].[Na+]. Product: [CH3:31][N:5]1[C:6]([CH3:30])=[C:7]([CH2:8][NH:9][C:10]([C:12]2[C:20]3[C:15](=[CH:16][CH:17]=[CH:18][CH:19]=3)[N:14]([CH:21]([CH:23]3[CH2:28][CH2:27][O:26][CH2:25][CH2:24]3)[CH3:22])[C:13]=2[CH3:29])=[O:11])[C:3](=[O:2])[NH:4]1. The catalyst class is: 33.